Dataset: Full USPTO retrosynthesis dataset with 1.9M reactions from patents (1976-2016). Task: Predict the reactants needed to synthesize the given product. (1) Given the product [CH3:32][C:33]([CH3:44])([CH3:43])[CH2:34][NH:35][C:36]1[C:37](=[O:42])[N:38]([CH3:3])[CH:39]=[CH:40][CH:41]=1, predict the reactants needed to synthesize it. The reactants are: N(C(N1CCCCC1)=O)=N[C:3](N1CCCCC1)=O.C(P(CCCC)CCCC)CCC.[CH3:32][C:33]([CH3:44])([CH3:43])[CH2:34][NH:35][C:36]1[C:37](=[O:42])[NH:38][CH:39]=[CH:40][CH:41]=1.CO. (2) Given the product [NH2:34][C:17]1[CH:18]=[CH:19][C:20]([N:27]2[C:31]([NH:32][S:11]([C:8]3[CH:9]=[CH:10][C:5]([C:1]([CH3:4])([CH3:3])[CH3:2])=[C:6]([F:15])[CH:7]=3)(=[O:13])=[O:12])=[CH:30][C:29]([CH3:33])=[N:28]2)=[C:21]2[C:26]=1[N:25]=[CH:24][CH:23]=[CH:22]2, predict the reactants needed to synthesize it. The reactants are: [C:1]([C:5]1[CH:10]=[CH:9][C:8]([S:11](Cl)(=[O:13])=[O:12])=[CH:7][C:6]=1[F:15])([CH3:4])([CH3:3])[CH3:2].Br[C:17]1[CH:18]=[CH:19][C:20]([N:27]2[C:31]([NH2:32])=[CH:30][C:29]([CH3:33])=[N:28]2)=[C:21]2[C:26]=1[N:25]=[CH:24][CH:23]=[CH:22]2.[N:34]1C=CC=CC=1. (3) Given the product [NH:28]1[C:36]2[C:31](=[CH:32][CH:33]=[CH:34][CH:35]=2)[C:30](/[CH:37]=[C:8]2\[O:9][C:5]3[C:4]([C:13]#[C:14][CH:15]4[CH2:20][CH2:19][N:18]([C:21]([O:23][C:24]([CH3:27])([CH3:26])[CH3:25])=[O:22])[CH2:17][CH2:16]4)=[C:3]([O:2][CH3:1])[CH:12]=[CH:11][C:6]=3[C:7]\2=[O:10])=[N:29]1, predict the reactants needed to synthesize it. The reactants are: [CH3:1][O:2][C:3]1[CH:12]=[CH:11][C:6]2[C:7](=[O:10])[CH2:8][O:9][C:5]=2[C:4]=1[C:13]#[C:14][CH:15]1[CH2:20][CH2:19][N:18]([C:21]([O:23][C:24]([CH3:27])([CH3:26])[CH3:25])=[O:22])[CH2:17][CH2:16]1.[NH:28]1[C:36]2[C:31](=[CH:32][CH:33]=[CH:34][CH:35]=2)[C:30]([CH:37]=O)=[N:29]1. (4) The reactants are: [Br:1][C:2]1[CH:10]=[CH:9][C:8]2[C:4](=[C:5]3[NH:14][C:13]([CH:15]4[CH2:20][CH2:19][N:18](C(OC(C)(C)C)=O)[CH2:17][CH2:16]4)=[CH:12][C:11](=[O:28])[N:6]3[N:7]=2)[CH:3]=1.[ClH:29]. Given the product [ClH:29].[Br:1][C:2]1[CH:10]=[CH:9][C:8]2[C:4](=[C:5]3[NH:6][C:11](=[O:28])[CH:12]=[C:13]([CH:15]4[CH2:20][CH2:19][NH:18][CH2:17][CH2:16]4)[N:14]3[N:7]=2)[CH:3]=1, predict the reactants needed to synthesize it. (5) Given the product [F:18][C:19]1[CH:20]=[C:21]([NH:26][C:2]2[C:11]3[C:6](=[CH:7][CH:8]=[CH:9][CH:10]=3)[N:5]=[C:4]([C:12]3[CH:17]=[CH:16][N:15]=[N:14][CH:13]=3)[N:3]=2)[CH:22]=[CH:23][C:24]=1[F:25], predict the reactants needed to synthesize it. The reactants are: Cl[C:2]1[C:11]2[C:6](=[CH:7][CH:8]=[CH:9][CH:10]=2)[N:5]=[C:4]([C:12]2[CH:17]=[CH:16][N:15]=[N:14][CH:13]=2)[N:3]=1.[F:18][C:19]1[CH:20]=[C:21]([NH2:26])[CH:22]=[CH:23][C:24]=1[F:25]. (6) Given the product [Br:1][C:2]1[CH:3]=[C:4]([C:7]2[N:13]([CH2:14][C:15]3[CH:20]=[CH:19][C:18]([F:21])=[CH:17][C:16]=3[F:22])[C:11](=[O:12])[C:10]3[C:9]([CH:8]=2)=[CH:26][CH:25]=[CH:24][C:23]=3[Cl:27])[O:5][CH:6]=1, predict the reactants needed to synthesize it. The reactants are: [Br:1][C:2]1[CH:3]=[C:4]([C:7](=O)[CH2:8][C:9]2[CH:26]=[CH:25][CH:24]=[C:23]([Cl:27])[C:10]=2[C:11]([NH:13][CH2:14][C:15]2[CH:20]=[CH:19][C:18]([F:21])=[CH:17][C:16]=2[F:22])=[O:12])[O:5][CH:6]=1.O.C1(C)C=CC(S(O)(=O)=O)=CC=1.CCN(CC)CC. (7) Given the product [CH2:9]([O:16][C:5]1[N:4]=[N:3][C:2]([I:1])=[CH:7][CH:6]=1)[C:10]1[CH:15]=[CH:14][CH:13]=[CH:12][CH:11]=1, predict the reactants needed to synthesize it. The reactants are: [I:1][C:2]1[N:3]=[N:4][C:5](I)=[CH:6][CH:7]=1.[CH2:9]([O:16]CC1C=CC=CC=1)[C:10]1[CH:15]=[CH:14][CH:13]=[CH:12][CH:11]=1.[Na]. (8) Given the product [CH:49]1([CH2:54][C:55]([N:46]2[CH2:47][CH2:48][N:43]([CH2:42][CH2:41][NH:40][C@:5]34[CH2:36][CH2:35][C@@H:34]([C:37]([CH3:39])=[CH2:38])[C@@H:6]3[C@@H:7]3[C@@:2]([CH3:1])([CH2:3][CH2:4]4)[C@@:19]4([CH3:20])[C@@H:10]([C@:11]5([CH3:33])[C@@H:16]([CH2:17][CH2:18]4)[C:15]([CH3:22])([CH3:21])[C:14]([C:23]4[CH:24]=[CH:25][C:26]([C:27]([OH:29])=[O:28])=[CH:31][CH:32]=4)=[CH:13][CH2:12]5)[CH2:9][CH2:8]3)[CH2:44][CH2:45]2)=[O:57])[CH2:50][CH2:51][CH2:52][CH2:53]1, predict the reactants needed to synthesize it. The reactants are: [CH3:1][C@:2]12[C@@:19]3([CH3:20])[C@@H:10]([C@:11]4([CH3:33])[C@@H:16]([CH2:17][CH2:18]3)[C:15]([CH3:22])([CH3:21])[C:14]([C:23]3[CH:32]=[CH:31][C:26]([C:27]([O:29]C)=[O:28])=[CH:25][CH:24]=3)=[CH:13][CH2:12]4)[CH2:9][CH2:8][C@@H:7]1[C@H:6]1[C@H:34]([C:37]([CH3:39])=[CH2:38])[CH2:35][CH2:36][C@:5]1([NH:40][CH2:41][CH2:42][N:43]1[CH2:48][CH2:47][NH:46][CH2:45][CH2:44]1)[CH2:4][CH2:3]2.[CH:49]1([CH2:54][C:55]([OH:57])=O)[CH2:53][CH2:52][CH2:51][CH2:50]1. (9) Given the product [O:4]1[C:12]2[CH:11]=[CH:10][N:9]=[C:8]([N:13]3[CH2:18][CH2:17][N:16]([CH2:19][CH2:20][C@H:21]4[CH2:26][CH2:25][C@H:24]([NH:27][C:37](=[O:38])[C:36]5[CH:35]=[CH:34][C:33]([N:28]6[CH:32]=[CH:31][CH:30]=[N:29]6)=[CH:41][CH:40]=5)[CH2:23][CH2:22]4)[CH2:15][CH2:14]3)[C:7]=2[CH2:6][CH2:5]1, predict the reactants needed to synthesize it. The reactants are: Cl.Cl.Cl.[O:4]1[C:12]2[CH:11]=[CH:10][N:9]=[C:8]([N:13]3[CH2:18][CH2:17][N:16]([CH2:19][CH2:20][C@H:21]4[CH2:26][CH2:25][C@H:24]([NH2:27])[CH2:23][CH2:22]4)[CH2:15][CH2:14]3)[C:7]=2[CH2:6][CH2:5]1.[N:28]1([C:33]2[CH:41]=[CH:40][C:36]([C:37](O)=[O:38])=[CH:35][CH:34]=2)[CH:32]=[CH:31][CH:30]=[N:29]1.